This data is from Full USPTO retrosynthesis dataset with 1.9M reactions from patents (1976-2016). The task is: Predict the reactants needed to synthesize the given product. Given the product [C:10]1([CH2:16][CH:17]=[CH:18][CH2:19][C:20]2[CH:21]=[CH:22][CH:23]=[CH:24][CH:25]=2)[CH:15]=[CH:14][CH:13]=[CH:12][CH:11]=1, predict the reactants needed to synthesize it. The reactants are: C(C1C=CC=CC=1)C=C.[C:10]1([CH2:16]/[CH:17]=[CH:18]\[CH2:19][C:20]2[CH:25]=[CH:24][CH:23]=[CH:22][CH:21]=2)[CH:15]=[CH:14][CH:13]=[CH:12][CH:11]=1.